This data is from Peptide-MHC class I binding affinity with 185,985 pairs from IEDB/IMGT. The task is: Regression. Given a peptide amino acid sequence and an MHC pseudo amino acid sequence, predict their binding affinity value. This is MHC class I binding data. (1) The peptide sequence is ILQEMSETY. The MHC is HLA-A26:01 with pseudo-sequence HLA-A26:01. The binding affinity (normalized) is 0.0847. (2) The peptide sequence is TVLTSVDIET. The MHC is HLA-A02:03 with pseudo-sequence HLA-A02:03. The binding affinity (normalized) is 0.370.